Task: Predict which catalyst facilitates the given reaction.. Dataset: Catalyst prediction with 721,799 reactions and 888 catalyst types from USPTO (1) Reactant: C1(C)C=CC=CC=1.[CH2:8]([N:10](CC)CC)C.[C:15](Cl)(=[O:17])[CH3:16].Cl.[NH2:20][C:21]1[N:26]2[N:27]=NC=[C:25]2[N:24]=[C:23]([Cl:30])[C:22]=1[C:31]1[C:36]([F:37])=[CH:35][C:34]([F:38])=[CH:33][C:32]=1[F:39]. Product: [Cl:30][C:23]1[C:22]([C:31]2[C:32]([F:39])=[CH:33][C:34]([F:38])=[CH:35][C:36]=2[F:37])=[C:21]([NH:20][C:15](=[O:17])[CH3:16])[N:26]2[N:27]=[CH:8][N:10]=[C:25]2[N:24]=1. The catalyst class is: 4. (2) Reactant: [CH3:1][S:2](Cl)(=[O:4])=[O:3].[F:6][C:7]([F:15])([F:14])[CH2:8][C:9]([CH3:13])([CH3:12])[CH2:10][OH:11]. The catalyst class is: 1. Product: [CH3:1][S:2]([O:11][CH2:10][C:9]([CH3:13])([CH3:12])[CH2:8][C:7]([F:15])([F:14])[F:6])(=[O:4])=[O:3]. (3) The catalyst class is: 5. Product: [Br:1][C:2]1[CH:9]=[CH:8][C:7]([CH3:10])=[CH:6][C:3]=1[CH:25]([O:26][CH3:27])[O:24][CH3:23]. Reactant: [Br:1][C:2]1[CH:9]=[CH:8][C:7]([CH3:10])=[CH:6][C:3]=1C=O.O.C1(C)C=CC(S(O)(=O)=O)=CC=1.[CH3:23][O:24][CH:25](OC)[O:26][CH3:27]. (4) Reactant: C[O:2][C:3](=[O:34])[C:4]1[CH:9]=[CH:8][C:7]([O:10][CH:11]([C:18]2[CH:19]=[N:20][C:21]([C:24]3[CH:29]=[CH:28][C:27]([C:30]([F:33])([F:32])[F:31])=[CH:26][CH:25]=3)=[CH:22][CH:23]=2)[CH2:12][CH2:13][C:14]([CH3:17])([CH3:16])[CH3:15])=[CH:6][CH:5]=1.[OH-].[Na+].Cl. Product: [CH3:15][C:14]([CH3:17])([CH3:16])[CH2:13][CH2:12][CH:11]([C:18]1[CH:19]=[N:20][C:21]([C:24]2[CH:25]=[CH:26][C:27]([C:30]([F:33])([F:31])[F:32])=[CH:28][CH:29]=2)=[CH:22][CH:23]=1)[O:10][C:7]1[CH:6]=[CH:5][C:4]([C:3]([OH:34])=[O:2])=[CH:9][CH:8]=1. The catalyst class is: 1. (5) Reactant: Cl.[CH3:2][NH:3][CH2:4][CH2:5][NH:6][S:7]([C:10]1[CH:15]=[C:14]([S:16]([C:19]2[CH:24]=[CH:23][CH:22]=[CH:21][CH:20]=2)(=[O:18])=[O:17])[CH:13]=[CH:12][C:11]=1[C:25]([F:28])([F:27])[F:26])(=[O:9])=[O:8].[C:29]([O:33][C:34]([CH3:37])([CH3:36])[CH3:35])(=[O:32])[CH:30]=[CH2:31].C(N(C(C)C)CC)(C)C. The catalyst class is: 14. Product: [CH3:2][N:3]([CH2:4][CH2:5][NH:6][S:7]([C:10]1[CH:15]=[C:14]([S:16]([C:19]2[CH:24]=[CH:23][CH:22]=[CH:21][CH:20]=2)(=[O:18])=[O:17])[CH:13]=[CH:12][C:11]=1[C:25]([F:28])([F:26])[F:27])(=[O:9])=[O:8])[CH2:31][CH2:30][C:29]([O:33][C:34]([CH3:37])([CH3:36])[CH3:35])=[O:32]. (6) Reactant: [CH:1]([C:3]1[CH:15]=[CH:14][C:6]([O:7][CH2:8][C:9]([O:11][CH2:12]C)=[O:10])=[C:5]([CH3:16])[CH:4]=1)=O.[CH2:17]([NH2:21])[CH2:18][CH2:19][CH3:20].[BH4-].[Na+]. Product: [CH2:17]([NH:21][CH2:1][C:3]1[CH:15]=[CH:14][C:6]([O:7][CH2:8][C:9]([O:11][CH3:12])=[O:10])=[C:5]([CH3:16])[CH:4]=1)[CH2:18][CH2:19][CH3:20]. The catalyst class is: 5.